This data is from Full USPTO retrosynthesis dataset with 1.9M reactions from patents (1976-2016). The task is: Predict the reactants needed to synthesize the given product. (1) Given the product [C:1]1([C:7]2[C:16]3[C:11](=[C:12]([C:17]([F:19])([F:20])[F:18])[CH:13]=[CH:14][CH:15]=3)[N:10]=[CH:9][C:8]=2[C:21]([OH:23])=[O:22])[CH:2]=[CH:3][CH:4]=[CH:5][CH:6]=1, predict the reactants needed to synthesize it. The reactants are: [C:1]1([C:7]2[C:16]3[C:11](=[C:12]([C:17]([F:20])([F:19])[F:18])[CH:13]=[CH:14][CH:15]=3)[N:10]=[CH:9][C:8]=2[C:21]([O:23]CC)=[O:22])[CH:6]=[CH:5][CH:4]=[CH:3][CH:2]=1.[OH-].[Na+]. (2) Given the product [O:1]1[C:5]2[CH:6]=[CH:7][C:8]([C:10]([CH3:14])([CH3:13])[CH:11]=[N:15][OH:16])=[CH:9][C:4]=2[O:3][CH2:2]1, predict the reactants needed to synthesize it. The reactants are: [O:1]1[C:5]2[CH:6]=[CH:7][C:8]([C:10]([CH3:14])([CH3:13])[CH:11]=O)=[CH:9][C:4]=2[O:3][CH2:2]1.[NH2:15][OH:16].N1C=CC=CC=1. (3) The reactants are: [C:1]([O:5][C:6]([N:8]1[CH2:13][CH2:12][N:11]([C:14]2[O:15][C:16]3[C:22](Br)=[CH:21][C:20]([Cl:24])=[CH:19][C:17]=3[N:18]=2)[C@@H:10]([CH3:25])[CH2:9]1)=[O:7])([CH3:4])([CH3:3])[CH3:2].C(=O)([O-])[O-].[K+].[K+].[F:32][C:33]1[CH:38]=[CH:37][C:36](B2OB([C:36]3[CH:37]=[CH:38][C:33]([F:32])=[CH:34][CH:35]=3)OB([C:36]3[CH:37]=[CH:38][C:33]([F:32])=[CH:34][CH:35]=3)O2)=[CH:35][CH:34]=1.O. Given the product [C:1]([O:5][C:6]([N:8]1[CH2:13][CH2:12][N:11]([C:14]2[O:15][C:16]3[C:22]([C:36]4[CH:37]=[CH:38][C:33]([F:32])=[CH:34][CH:35]=4)=[CH:21][C:20]([Cl:24])=[CH:19][C:17]=3[N:18]=2)[C@@H:10]([CH3:25])[CH2:9]1)=[O:7])([CH3:4])([CH3:3])[CH3:2], predict the reactants needed to synthesize it. (4) Given the product [NH2:30][C:31]1[S:35][C:34]([C:36]2[CH:41]=[CH:40][CH:39]=[CH:38][N:37]=2)=[N:33][C:32]=1[C:42]([NH:1][C:2]1[CH:3]=[N:4][N:5]([CH3:22])[C:6]=1[N:7]1[CH2:13][CH2:12][C@H:11]([F:14])[C@@H:10]([NH2:15])[CH2:9][CH2:8]1)=[O:43], predict the reactants needed to synthesize it. The reactants are: [NH2:1][C:2]1[CH:3]=[N:4][N:5]([CH3:22])[C:6]=1[N:7]1[CH2:13][CH2:12][CH:11]([F:14])[CH:10]([NH:15]C(=O)C(F)(F)F)[CH2:9][CH2:8]1.C(OC([NH:30][C:31]1[S:35][C:34]([C:36]2[CH:41]=[CH:40][CH:39]=[CH:38][N:37]=2)=[N:33][C:32]=1[C:42](O)=[O:43])=O)(C)(C)C. (5) Given the product [OH:31][C:29]1[C:28]2[C:23](=[C:24]([OH:38])[CH:25]=[CH:26][C:27]=2[C:32]2[CH:37]=[CH:36][CH:35]=[CH:34][CH:33]=2)[N:22]=[C:21]([C:19]([OH:20])=[O:18])[CH:30]=1, predict the reactants needed to synthesize it. The reactants are: COC(C1C=C(O)C2C(=C(N)C=CC=2)N=1)=O.C[O:18][C:19]([C:21]1[CH:30]=[C:29]([OH:31])[C:28]2[C:23](=[C:24]([OH:38])[CH:25]=[CH:26][C:27]=2[C:32]2[CH:37]=[CH:36][CH:35]=[CH:34][CH:33]=2)[N:22]=1)=[O:20]. (6) Given the product [Si:1]([O:18][CH2:19][C:20]1[C:25]([N:26]2[CH2:31][C@H:30]([CH3:32])[O:29][C@H:28]([CH3:33])[CH2:27]2)=[C:24]([F:34])[C:23]([F:35])=[C:22]([C:39]([C:38]2[CH:45]=[CH:46][CH:47]=[CH:48][C:37]=2[F:36])=[O:40])[CH:21]=1)([C:14]([CH3:16])([CH3:17])[CH3:15])([C:2]1[CH:7]=[CH:6][CH:5]=[CH:4][CH:3]=1)[C:8]1[CH:13]=[CH:12][CH:11]=[CH:10][CH:9]=1, predict the reactants needed to synthesize it. The reactants are: [Si:1]([O:18][CH2:19][C:20]1[C:25]([N:26]2[CH2:31][C@H:30]([CH3:32])[O:29][C@H:28]([CH3:33])[CH2:27]2)=[C:24]([F:34])[C:23]([F:35])=[CH:22][CH:21]=1)([C:14]([CH3:17])([CH3:16])[CH3:15])([C:8]1[CH:13]=[CH:12][CH:11]=[CH:10][CH:9]=1)[C:2]1[CH:7]=[CH:6][CH:5]=[CH:4][CH:3]=1.[F:36][C:37]1[CH:48]=[CH:47][CH:46]=[CH:45][C:38]=1[C:39](N(OC)C)=[O:40].